Dataset: Full USPTO retrosynthesis dataset with 1.9M reactions from patents (1976-2016). Task: Predict the reactants needed to synthesize the given product. (1) Given the product [NH:1]1[C:2]2[CH:3]=[C:4]([C:5]([OH:7])=[O:6])[CH:8]=[CH:9][C:10]=2[N:11]=[N:12]1, predict the reactants needed to synthesize it. The reactants are: [NH2:1][C:2]1[CH:3]=[C:4]([CH:8]=[CH:9][C:10]=1[NH2:11])[C:5]([OH:7])=[O:6].[N:12]([O-])=O.[Na+].S(=O)(=O)(O)O. (2) Given the product [CH3:26][C:23]1[CH:22]=[C:21]([NH:20][C:18]2[CH:17]=[C:16]([N:27]3[CH2:28][CH2:29][N:30]([CH3:33])[CH2:31][CH2:32]3)[N:15]=[C:14]([S:13][C:10]3[CH:11]=[CH:12][C:7]([NH:6][C:1](=[O:4])[CH:2]=[CH2:3])=[CH:8][CH:9]=3)[N:19]=2)[NH:25][N:24]=1, predict the reactants needed to synthesize it. The reactants are: [C:1](Cl)(=[O:4])[CH:2]=[CH2:3].[NH2:6][C:7]1[CH:12]=[CH:11][C:10]([S:13][C:14]2[N:19]=[C:18]([NH:20][C:21]3[NH:25][N:24]=[C:23]([CH3:26])[CH:22]=3)[CH:17]=[C:16]([N:27]3[CH2:32][CH2:31][N:30]([CH3:33])[CH2:29][CH2:28]3)[N:15]=2)=[CH:9][CH:8]=1.